This data is from Forward reaction prediction with 1.9M reactions from USPTO patents (1976-2016). The task is: Predict the product of the given reaction. (1) Given the reactants [C:1]([O:5][C:6]([NH:8][C:9]1([C:13]2[CH:18]=[CH:17][C:16]([C:19]3[N:20]=[C:21]4[CH:26]=[C:25](C(O)=O)[CH:24]=[CH:23][N:22]4[C:30]=3[C:31]3[CH:36]=[CH:35][CH:34]=[CH:33][CH:32]=3)=[CH:15][CH:14]=2)[CH2:12][CH2:11][CH2:10]1)=[O:7])([CH3:4])([CH3:3])[CH3:2].O.C([N:40](CC)CC)C.C1(P(N=[N+]=[N-])(C2C=CC=CC=2)=O)C=CC=CC=1, predict the reaction product. The product is: [C:1]([O:5][C:6](=[O:7])[NH:8][C:9]1([C:13]2[CH:18]=[CH:17][C:16]([C:19]3[N:20]=[C:21]4[CH:26]=[C:25]([NH2:40])[CH:24]=[CH:23][N:22]4[C:30]=3[C:31]3[CH:32]=[CH:33][CH:34]=[CH:35][CH:36]=3)=[CH:15][CH:14]=2)[CH2:10][CH2:11][CH2:12]1)([CH3:3])([CH3:2])[CH3:4]. (2) Given the reactants [CH3:1][C:2]1[CH:10]=[CH:9][C:8]([N+:11]([O-])=O)=[CH:7][C:3]=1[C:4]([OH:6])=[O:5].O1CCCC1, predict the reaction product. The product is: [NH2:11][C:8]1[CH:9]=[CH:10][C:2]([CH3:1])=[C:3]([CH:7]=1)[C:4]([OH:6])=[O:5]. (3) Given the reactants ClC1C=C(C=CC=1)C(OO)=[O:6].[N:12]1[CH:17]=[CH:16][CH:15]=[C:14]([C:18]2([C:21]([O:23]CC)=[O:22])[CH2:20][CH2:19]2)[CH:13]=1, predict the reaction product. The product is: [C:21]([C:18]1([C:14]2[CH:13]=[N+:12]([O-:6])[CH:17]=[CH:16][CH:15]=2)[CH2:20][CH2:19]1)([OH:23])=[O:22]. (4) Given the reactants [Br:1][C:2]1[CH:9]=[C:8]([Br:10])[CH:7]=[C:4]([CH:5]=[O:6])[C:3]=1[OH:11].[CH3:12]N(C)C=O.C(=O)([O-])[O-].[K+].[K+].CI, predict the reaction product. The product is: [Br:1][C:2]1[C:3]([O:11][CH3:12])=[C:4]([CH:7]=[C:8]([Br:10])[CH:9]=1)[CH:5]=[O:6]. (5) Given the reactants FC(F)(F)C1C=CC(CBr)=CC=1.Br[CH2:14][C:15]1[C:16]2[CH:23]=[C:22]([Cl:24])[CH:21]=[CH:20][C:17]=2[S:18][CH:19]=1.[CH3:25][C:26]1[N:27]=[C:28]([N:36]2[CH2:40][CH2:39][NH:38][C:37]2=[O:41])[S:29][C:30]=1[C:31]([O:33][CH2:34][CH3:35])=[O:32], predict the reaction product. The product is: [Cl:24][C:22]1[CH:21]=[CH:20][C:17]2[S:18][CH:19]=[C:15]([CH2:14][N:38]3[CH2:39][CH2:40][N:36]([C:28]4[S:29][C:30]([C:31]([O:33][CH2:34][CH3:35])=[O:32])=[C:26]([CH3:25])[N:27]=4)[C:37]3=[O:41])[C:16]=2[CH:23]=1.